Dataset: Full USPTO retrosynthesis dataset with 1.9M reactions from patents (1976-2016). Task: Predict the reactants needed to synthesize the given product. Given the product [Cl:1][C:2]1[N:3]=[C:4]([C:18]2[CH:23]=[N:22][CH:21]=[CH:20][N:19]=2)[N:5]=[C:6]([NH:28][C@@H:26]([CH3:27])[C:25]([F:30])([F:29])[F:24])[C:7]=1[C:8]1[C:9]([F:16])=[CH:10][C:11]([F:15])=[CH:12][C:13]=1[F:14], predict the reactants needed to synthesize it. The reactants are: [Cl:1][C:2]1[C:7]([C:8]2[C:13]([F:14])=[CH:12][C:11]([F:15])=[CH:10][C:9]=2[F:16])=[C:6](Cl)[N:5]=[C:4]([C:18]2[CH:23]=[N:22][CH:21]=[CH:20][N:19]=2)[N:3]=1.[F:24][C:25]([F:30])([F:29])[C@@H:26]([NH2:28])[CH3:27].O.